Dataset: Full USPTO retrosynthesis dataset with 1.9M reactions from patents (1976-2016). Task: Predict the reactants needed to synthesize the given product. Given the product [Br:1][C:2]1[CH:3]=[CH:4][C:5]2[C:10]3[C:9](=[C:18]4[CH:17]=[CH:16][C:15]([O:19][CH3:20])=[CH:14][C:13]4=[CH:12][CH:11]=3)[O:8][CH2:7][C:6]=2[CH:21]=1, predict the reactants needed to synthesize it. The reactants are: [Br:1][C:2]1[CH:3]=[CH:4][C:5](I)=[C:6]([CH:21]=1)[CH2:7][O:8][C:9]1[C:18]2[C:13](=[CH:14][C:15]([O:19][CH3:20])=[CH:16][CH:17]=2)[CH:12]=[CH:11][CH:10]=1.C([O-])(=O)C.[Na+].